The task is: Predict the reaction yield, written as a fraction of the theoretical maximum amount of product (1.0 means a 100% yield; for example, 0.34 means a 34% yield).. This data is from Reaction yield outcomes from USPTO patents with 853,638 reactions. (1) The reactants are [CH2:1]([CH:4]([C:8]1[CH:37]=[CH:36][C:11]([O:12][CH2:13][C:14]2[CH:19]=[CH:18][C:17]([C:20]3[CH:21]=[C:22]([CH2:25][O:26][C:27]4[CH:28]=[N:29][CH:30]=[C:31]([CH:35]=4)[C:32]([OH:34])=[O:33])[S:23][CH:24]=3)=[CH:16][CH:15]=2)=[CH:10][CH:9]=1)[CH2:5][CH2:6][CH3:7])[CH2:2][CH3:3].[S:38](=[O:42])(=[O:41])([OH:40])[OH:39]. The product is [S:38]([OH:42])([OH:41])(=[O:40])=[O:39].[CH2:1]([CH:4]([C:8]1[CH:9]=[CH:10][C:11]([O:12][CH2:13][C:14]2[CH:15]=[CH:16][C:17]([C:20]3[CH:21]=[C:22]([CH2:25][O:26][C:27]4[CH:28]=[N:29][CH:30]=[C:31]([CH:35]=4)[C:32]([OH:34])=[O:33])[S:23][CH:24]=3)=[CH:18][CH:19]=2)=[CH:36][CH:37]=1)[CH2:5][CH2:6][CH3:7])[CH2:2][CH3:3]. The yield is 0.940. The catalyst is CC(=O)CC. (2) The reactants are Br[C:2]1[CH:14]=[CH:13][C:12]2[C:11]3[C:6](=[CH:7][C:8](Br)=[CH:9][CH:10]=3)[C:5](=[O:16])[C:4]=2[CH:3]=1.[CH3:17]/[C:18](/[C:22]#[CH:23])=[CH:19]\[CH2:20][OH:21].[CH:24](N)(C)[CH3:25].[CH2:28]1[CH2:32][O:31][CH2:30][CH2:29]1. The catalyst is [Cu]I.Cl[Pd](Cl)([P](C1C=CC=CC=1)(C1C=CC=CC=1)C1C=CC=CC=1)[P](C1C=CC=CC=1)(C1C=CC=CC=1)C1C=CC=CC=1. The product is [OH:21][CH2:20]/[CH:19]=[C:18](\[CH3:17])/[C:22]#[C:23][C:2]1[CH:14]=[CH:13][C:12]2[C:11]3[C:6](=[CH:7][C:8]([C:24]#[C:25]/[C:29](/[CH3:30])=[CH:28]/[CH2:32][OH:31])=[CH:9][CH:10]=3)[C:5](=[O:16])[C:4]=2[CH:3]=1. The yield is 0.710. (3) The catalyst is Cl.O1CCOCC1. The product is [C:1]([C:5]1[CH:10]=[CH:9][C:8]([S:11]([NH:14][C:18]2[C:19]([C:25]([C:27]3[CH:28]=[N:29][C:30]([C:33]#[N:34])=[CH:31][CH:32]=3)=[O:26])=[N:20][CH:21]=[C:22]([Cl:24])[CH:23]=2)(=[O:13])=[O:12])=[CH:7][CH:6]=1)([CH3:4])([CH3:2])[CH3:3]. The yield is 0.400. The reactants are [C:1]([C:5]1[CH:10]=[CH:9][C:8]([S:11]([N:14]([C:18]2[C:19]([C:25]([C:27]3[CH:28]=[N:29][C:30]([C:33]#[N:34])=[CH:31][CH:32]=3)=[O:26])=[N:20][CH:21]=[C:22]([Cl:24])[CH:23]=2)COC)(=[O:13])=[O:12])=[CH:7][CH:6]=1)([CH3:4])([CH3:3])[CH3:2]. (4) The reactants are [C:1]([O:5][C:6]([N:8]1[CH2:17][CH2:16][C:11]2([CH2:14][CH:13]([OH:15])[CH2:12]2)[CH2:10][CH2:9]1)=[O:7])([CH3:4])([CH3:3])[CH3:2].[CH3:18][S:19](Cl)(=[O:21])=[O:20]. The catalyst is O1CCCC1.C(N(CC)CC)C. The product is [C:1]([O:5][C:6]([N:8]1[CH2:9][CH2:10][C:11]2([CH2:12][CH:13]([O:15][S:19]([CH3:18])(=[O:21])=[O:20])[CH2:14]2)[CH2:16][CH2:17]1)=[O:7])([CH3:4])([CH3:2])[CH3:3]. The yield is 1.00.